This data is from Full USPTO retrosynthesis dataset with 1.9M reactions from patents (1976-2016). The task is: Predict the reactants needed to synthesize the given product. (1) Given the product [C:16]([C:15]1[C:10]2[O:9][CH2:8][CH2:7][NH:6][C:11]=2[CH:12]=[C:13]([C:20](=[O:22])[CH3:21])[CH:14]=1)([CH3:19])([CH3:17])[CH3:18], predict the reactants needed to synthesize it. The reactants are: [OH-].[Na+].C([N:6]1[C:11]2[CH:12]=[C:13]([C:20](=[O:22])[CH3:21])[CH:14]=[C:15]([C:16]([CH3:19])([CH3:18])[CH3:17])[C:10]=2[O:9][CH2:8][CH2:7]1)(=O)C. (2) Given the product [C:1]([O:5][C:6](=[O:18])[CH2:7][N:8]1[C:16]2[C:11](=[CH:12][CH:13]=[C:14]([O:17][CH2:26][C:25]3[C:20]([CH3:19])=[N:21][C:22]([C:28]4[CH:29]=[CH:30][C:31]([C:34]([F:37])([F:35])[F:36])=[CH:32][CH:33]=4)=[CH:23][CH:24]=3)[CH:15]=2)[CH:10]=[CH:9]1)([CH3:4])([CH3:2])[CH3:3], predict the reactants needed to synthesize it. The reactants are: [C:1]([O:5][C:6](=[O:18])[CH2:7][N:8]1[C:16]2[C:11](=[CH:12][CH:13]=[C:14]([OH:17])[CH:15]=2)[CH:10]=[CH:9]1)([CH3:4])([CH3:3])[CH3:2].[CH3:19][C:20]1[C:25]([CH2:26]O)=[CH:24][CH:23]=[C:22]([C:28]2[CH:33]=[CH:32][C:31]([C:34]([F:37])([F:36])[F:35])=[CH:30][CH:29]=2)[N:21]=1.C(P(CCCC)CCCC)CCC.CN(C)C(N=NC(N(C)C)=O)=O. (3) Given the product [CH3:2][O:3][C:4]1[C:17]([O:18][CH3:19])=[CH:16][CH:15]=[CH:14][C:5]=1[C:6]([CH:8]1[CH2:9][CH2:10][N:11]([C:25]([O:27][C:28]([CH3:31])([CH3:30])[CH3:29])=[O:26])[CH2:12][CH2:13]1)=[O:7], predict the reactants needed to synthesize it. The reactants are: Cl.[CH3:2][O:3][C:4]1[C:17]([O:18][CH3:19])=[CH:16][CH:15]=[CH:14][C:5]=1[C:6]([CH:8]1[CH2:13][CH2:12][NH:11][CH2:10][CH2:9]1)=[O:7].[OH-].[Na+].C(O)C.[C:25](O[C:25]([O:27][C:28]([CH3:31])([CH3:30])[CH3:29])=[O:26])([O:27][C:28]([CH3:31])([CH3:30])[CH3:29])=[O:26]. (4) Given the product [OH:7][C:6]([C:8]1[C:13](=[O:14])[NH:12][CH:11]([NH:15][C:16]2[CH:17]=[CH:18][C:19]3[O:23][C:22]([CH2:24][CH3:25])=[C:21]([CH3:26])[C:20]=3[CH:27]=2)[N:10]([CH2:28][C:29]2[CH:34]=[CH:33][C:32]([Cl:35])=[CH:31][CH:30]=2)[CH:9]=1)=[O:5], predict the reactants needed to synthesize it. The reactants are: [OH-].[Li+].C([O:5][C:6]([C:8]1[C:13](=[O:14])[NH:12][CH:11]([NH:15][C:16]2[CH:17]=[CH:18][C:19]3[O:23][C:22]([CH2:24][CH3:25])=[C:21]([CH3:26])[C:20]=3[CH:27]=2)[N:10]([CH2:28][C:29]2[CH:34]=[CH:33][C:32]([Cl:35])=[CH:31][CH:30]=2)[CH:9]=1)=[O:7])C.C(O)C.Cl. (5) The reactants are: [Cl:1][C:2]1[CH:7]=[CH:6][C:5]([C:8]2[CH:13]=[CH:12][N:11]3[C:14](=[O:30])[N:15]([CH2:17][C:18]4[C:19]([CH2:28][OH:29])=[N:20][C:21]([C:24]([F:27])([F:26])[F:25])=[CH:22][CH:23]=4)[N:16]=[C:10]3[C:9]=2[C:31]2[CH:36]=[CH:35][N:34]=[CH:33][CH:32]=2)=[CH:4][CH:3]=1.[H-].[Na+].I[CH3:40]. Given the product [Cl:1][C:2]1[CH:3]=[CH:4][C:5]([C:8]2[CH:13]=[CH:12][N:11]3[C:14](=[O:30])[N:15]([CH2:17][C:18]4[C:19]([CH2:28][O:29][CH3:40])=[N:20][C:21]([C:24]([F:26])([F:27])[F:25])=[CH:22][CH:23]=4)[N:16]=[C:10]3[C:9]=2[C:31]2[CH:32]=[CH:33][N:34]=[CH:35][CH:36]=2)=[CH:6][CH:7]=1, predict the reactants needed to synthesize it. (6) Given the product [CH2:2]1[C:11]2[C:6](=[CH:7][C:8]([C:12]([O:14][CH3:15])=[O:13])=[CH:9][CH:10]=2)[CH2:5][CH2:4][N:3]1[C:27]([O:29][CH2:30][C:31]1[CH:36]=[CH:35][CH:34]=[CH:33][CH:32]=1)=[O:28], predict the reactants needed to synthesize it. The reactants are: Cl.[CH2:2]1[C:11]2[C:6](=[CH:7][C:8]([C:12]([O:14][CH3:15])=[O:13])=[CH:9][CH:10]=2)[CH2:5][CH2:4][NH:3]1.C(N(CC)CC)C.ClCCl.Cl[C:27]([O:29][CH2:30][C:31]1[CH:36]=[CH:35][CH:34]=[CH:33][CH:32]=1)=[O:28]. (7) Given the product [NH2:7][CH2:8][C:9]#[C:10][CH2:11][NH:12][C:13](=[O:33])[CH2:14][CH2:15][CH2:16][CH2:17][CH:18]([C:26]1[CH:31]=[CH:30][C:29]([F:32])=[CH:28][CH:27]=1)[C:19]1[CH:24]=[CH:23][C:22]([F:25])=[CH:21][CH:20]=1, predict the reactants needed to synthesize it. The reactants are: C(OC(=O)[NH:7][CH2:8][C:9]#[C:10][CH2:11][NH:12][C:13](=[O:33])[CH2:14][CH2:15][CH2:16][CH2:17][CH:18]([C:26]1[CH:31]=[CH:30][C:29]([F:32])=[CH:28][CH:27]=1)[C:19]1[CH:24]=[CH:23][C:22]([F:25])=[CH:21][CH:20]=1)(C)(C)C.C(O)(C(F)(F)F)=O. (8) Given the product [CH3:1][O:2][C:3](=[O:39])[CH2:4][CH2:5][C@H:6]([NH:24][C:25](=[O:38])[CH2:26][CH2:27][CH2:28][CH2:29][CH2:30][CH2:31][C:32]1[CH:33]=[CH:34][CH:35]=[CH:36][CH:37]=1)[CH2:7][C:8]1[C:16]2[C:11](=[CH:12][CH:13]=[CH:14][CH:15]=2)[N:10]([CH2:17][C:18]2[CH:19]=[CH:20][CH:21]=[CH:22][CH:23]=2)[CH:9]=1, predict the reactants needed to synthesize it. The reactants are: [CH3:1][O:2][C:3](=[O:39])[CH:4]=[CH:5][CH:6]([NH:24][C:25](=[O:38])[CH2:26][CH2:27][CH2:28][CH2:29][CH2:30][CH2:31][C:32]1[CH:37]=[CH:36][CH:35]=[CH:34][CH:33]=1)[CH2:7][C:8]1[C:16]2[C:11](=[CH:12][CH:13]=[CH:14][CH:15]=2)[N:10]([CH2:17][C:18]2[CH:23]=[CH:22][CH:21]=[CH:20][CH:19]=2)[CH:9]=1. (9) Given the product [Cl:1][C:2]1[CH:3]=[CH:4][C:5]([C:8]2[NH:9][C:10](=[O:17])[N:11]([CH2:13][C:14]([NH:51][C:48]([CH3:50])([C:44]3[CH:45]=[CH:46][CH:47]=[C:42]([C:41]([F:40])([F:52])[F:53])[CH:43]=3)[CH3:49])=[O:16])[CH:12]=2)=[CH:6][CH:7]=1, predict the reactants needed to synthesize it. The reactants are: [Cl:1][C:2]1[CH:7]=[CH:6][C:5]([C:8]2[NH:9][C:10](=[O:17])[N:11]([CH2:13][C:14]([OH:16])=O)[CH:12]=2)=[CH:4][CH:3]=1.C1C=CC2N(O)N=NC=2C=1.CCN=C=NCCCN(C)C.Cl.[F:40][C:41]([F:53])([F:52])[C:42]1[CH:43]=[C:44]([C:48]([NH2:51])([CH3:50])[CH3:49])[CH:45]=[CH:46][CH:47]=1. (10) The reactants are: [CH3:1][N:2]1[C:10]2[C:5](=[CH:6][C:7]([S:11]([N:14]3[CH2:18][CH2:17][CH2:16][C@H:15]3[CH2:19][O:20][C:21]3[CH:26]=[CH:25][CH:24]=[CH:23][CH:22]=3)(=[O:13])=[O:12])=[CH:8][CH:9]=2)[C:4](=[O:27])[C:3]1=[O:28].[F:29][C:30]1[CH:37]=[CH:36][C:33](CBr)=[CH:32][CH:31]=1. Given the product [F:29][C:30]1[CH:37]=[CH:36][C:33]([CH2:1][N:2]2[C:10]3[C:5](=[CH:6][C:7]([S:11]([N:14]4[CH2:18][CH2:17][CH2:16][C@H:15]4[CH2:19][O:20][C:21]4[CH:26]=[CH:25][CH:24]=[CH:23][CH:22]=4)(=[O:12])=[O:13])=[CH:8][CH:9]=3)[C:4](=[O:27])[C:3]2=[O:28])=[CH:32][CH:31]=1, predict the reactants needed to synthesize it.